Dataset: Merck oncology drug combination screen with 23,052 pairs across 39 cell lines. Task: Regression. Given two drug SMILES strings and cell line genomic features, predict the synergy score measuring deviation from expected non-interaction effect. (1) Drug 1: O=S1(=O)NC2(CN1CC(F)(F)F)C1CCC2Cc2cc(C=CCN3CCC(C(F)(F)F)CC3)ccc2C1. Drug 2: O=C(CCCCCCC(=O)Nc1ccccc1)NO. Cell line: CAOV3. Synergy scores: synergy=23.6. (2) Drug 1: COc1cccc2c1C(=O)c1c(O)c3c(c(O)c1C2=O)CC(O)(C(=O)CO)CC3OC1CC(N)C(O)C(C)O1. Drug 2: CCN(CC)CCNC(=O)c1c(C)[nH]c(C=C2C(=O)Nc3ccc(F)cc32)c1C. Cell line: CAOV3. Synergy scores: synergy=-2.45. (3) Drug 1: CS(=O)(=O)CCNCc1ccc(-c2ccc3ncnc(Nc4ccc(OCc5cccc(F)c5)c(Cl)c4)c3c2)o1. Drug 2: NC1CCCCC1N.O=C(O)C(=O)O.[Pt+2]. Cell line: COLO320DM. Synergy scores: synergy=-16.9. (4) Drug 1: COC1CC2CCC(C)C(O)(O2)C(=O)C(=O)N2CCCCC2C(=O)OC(C(C)CC2CCC(OP(C)(C)=O)C(OC)C2)CC(=O)C(C)C=C(C)C(O)C(OC)C(=O)C(C)CC(C)C=CC=CC=C1C. Drug 2: CCc1cnn2c(NCc3ccc[n+]([O-])c3)cc(N3CCCCC3CCO)nc12. Cell line: LNCAP. Synergy scores: synergy=33.4. (5) Drug 1: N.N.O=C(O)C1(C(=O)O)CCC1.[Pt]. Drug 2: CCN(CC)CCNC(=O)c1c(C)[nH]c(C=C2C(=O)Nc3ccc(F)cc32)c1C. Cell line: A2058. Synergy scores: synergy=-8.82. (6) Synergy scores: synergy=-0.539. Drug 2: CNC(=O)c1cc(Oc2ccc(NC(=O)Nc3ccc(Cl)c(C(F)(F)F)c3)cc2)ccn1. Drug 1: COc1cc(C2c3cc4c(cc3C(OC3OC5COC(C)OC5C(O)C3O)C3COC(=O)C23)OCO4)cc(OC)c1O. Cell line: HCT116. (7) Drug 1: N.N.O=C(O)C1(C(=O)O)CCC1.[Pt]. Drug 2: Cc1nc(Nc2ncc(C(=O)Nc3c(C)cccc3Cl)s2)cc(N2CCN(CCO)CC2)n1. Cell line: RKO. Synergy scores: synergy=18.6.